This data is from Peptide-MHC class II binding affinity with 134,281 pairs from IEDB. The task is: Regression. Given a peptide amino acid sequence and an MHC pseudo amino acid sequence, predict their binding affinity value. This is MHC class II binding data. The MHC is HLA-DQA10401-DQB10402 with pseudo-sequence HLA-DQA10401-DQB10402. The binding affinity (normalized) is 0.417. The peptide sequence is ASNPNYLAILVKYVD.